This data is from Full USPTO retrosynthesis dataset with 1.9M reactions from patents (1976-2016). The task is: Predict the reactants needed to synthesize the given product. (1) Given the product [CH3:1][S:2]([C:5]1[CH:6]=[CH:7][C:8]([NH:11][C:12](=[O:35])[CH2:13][CH:14]2[CH2:15][CH2:16][N:17]([CH2:20][CH2:21][N:22]([CH:23]3[CH2:24][CH2:25][N:26]([S:37]([CH3:36])(=[O:39])=[O:38])[CH2:27][CH2:28]3)[C:29]3[CH:34]=[CH:33][CH:32]=[CH:31][CH:30]=3)[CH2:18][CH2:19]2)=[CH:9][CH:10]=1)(=[O:3])=[O:4], predict the reactants needed to synthesize it. The reactants are: [CH3:1][S:2]([C:5]1[CH:10]=[CH:9][C:8]([NH:11][C:12](=[O:35])[CH2:13][CH:14]2[CH2:19][CH2:18][N:17]([CH2:20][CH2:21][N:22]([C:29]3[CH:34]=[CH:33][CH:32]=[CH:31][CH:30]=3)[CH:23]3[CH2:28][CH2:27][NH:26][CH2:25][CH2:24]3)[CH2:16][CH2:15]2)=[CH:7][CH:6]=1)(=[O:4])=[O:3].[CH3:36][S:37](Cl)(=[O:39])=[O:38]. (2) Given the product [NH2:14][C:12]1[O:13][C:2]([C:3]([O:5][CH2:6][CH3:7])=[O:4])=[C:8]([CH3:10])[N:11]=1, predict the reactants needed to synthesize it. The reactants are: Cl[CH:2]([C:8]([CH3:10])=O)[C:3]([O:5][CH2:6][CH3:7])=[O:4].[NH2:11][C:12]([NH2:14])=[O:13]. (3) Given the product [Br:37][C:7]1[C:2]([OH:1])=[C:3]2[CH2:12][CH2:11][C:10]3[CH:13]=[C:14]([Cl:17])[CH:15]=[CH:16][C:9]=3[C:8](=[C:18]3[CH2:23][CH2:22][N:21]([C:24]([NH:26][C:27]4[CH:28]=[N:29][CH:30]=[CH:31][CH:32]=4)=[O:25])[CH2:20][CH2:19]3)[C:4]2=[N:5][CH:6]=1, predict the reactants needed to synthesize it. The reactants are: [OH:1][C:2]1[CH:7]=[CH:6][N:5]=[C:4]2[C:8](=[C:18]3[CH2:23][CH2:22][N:21]([C:24]([NH:26][C:27]4[CH:28]=[N:29][CH:30]=[CH:31][CH:32]=4)=[O:25])[CH2:20][CH2:19]3)[C:9]3[CH:16]=[CH:15][C:14]([Cl:17])=[CH:13][C:10]=3[CH2:11][CH2:12][C:3]=12.C(O)(=O)C.[Br:37]Br.C(O)(=O)C.